Predict the reaction yield, written as a fraction of the theoretical maximum amount of product (1.0 means a 100% yield; for example, 0.34 means a 34% yield). From a dataset of Reaction yield outcomes from USPTO patents with 853,638 reactions. (1) The yield is 0.380. The reactants are [CH3:1][N:2]=[C:3]=[O:4].[NH2:5][C:6]1[CH:7]=[CH:8][C:9]([Cl:36])=[C:10]([CH:35]=1)[C:11]([C:13]1[C:18]([NH:19][S:20]([C:23]2[CH:28]=[CH:27][C:26]([Cl:29])=[C:25]([C:30]([F:33])([F:32])[F:31])[CH:24]=2)(=[O:22])=[O:21])=[CH:17][C:16]([CH3:34])=[CH:15][N:14]=1)=[O:12]. The catalyst is C1COCC1.CC(O)=O. The product is [Cl:29][C:26]1[CH:27]=[CH:28][C:23]([S:20]([NH:19][C:18]2[C:13]([C:11](=[O:12])[C:10]3[CH:35]=[C:6]([NH:5][C:3]([NH:2][CH3:1])=[O:4])[CH:7]=[CH:8][C:9]=3[Cl:36])=[N:14][CH:15]=[C:16]([CH3:34])[CH:17]=2)(=[O:22])=[O:21])=[CH:24][C:25]=1[C:30]([F:33])([F:32])[F:31]. (2) The reactants are [Br:1][C:2]1[N:7]=[C:6]2[NH:8][CH:9]=[CH:10][C:5]2=[CH:4][CH:3]=1.[Si:11](OS(C(F)(F)F)(=O)=O)([CH:18]([CH3:20])[CH3:19])([CH:15]([CH3:17])[CH3:16])[CH:12]([CH3:14])[CH3:13].CCN(C(C)C)C(C)C.O1CCOCC1. The catalyst is CCOC(C)=O. The product is [Br:1][C:2]1[N:7]=[C:6]2[N:8]([Si:11]([CH:18]([CH3:20])[CH3:19])([CH:15]([CH3:17])[CH3:16])[CH:12]([CH3:14])[CH3:13])[CH:9]=[CH:10][C:5]2=[CH:4][CH:3]=1. The yield is 0.850. (3) The reactants are [C:1]([C:5]1[CH:10]=[CH:9][C:8]([S:11](Cl)(=[O:13])=[O:12])=[CH:7][C:6]=1[F:15])([CH3:4])([CH3:3])[CH3:2].[CH3:16][C:17]1[CH:21]=[C:20]([NH2:22])[N:19]([C:23]2[CH:32]=[CH:31][CH:30]=[C:29]3[C:24]=2[CH:25]=[CH:26][CH:27]=[N:28]3)[N:18]=1.[OH-].[Li+].[OH-].[Na+].Cl. The product is [C:1]([C:5]1[CH:10]=[CH:9][C:8]([S:11]([NH:22][C:20]2[N:19]([C:23]3[CH:32]=[CH:31][CH:30]=[C:29]4[C:24]=3[CH:25]=[CH:26][CH:27]=[N:28]4)[N:18]=[C:17]([CH3:16])[CH:21]=2)(=[O:13])=[O:12])=[CH:7][C:6]=1[F:15])([CH3:4])([CH3:3])[CH3:2]. The catalyst is CN(C1C=CN=CC=1)C.N1C=CC=CC=1. The yield is 0.0600. (4) The reactants are [C:1]([C:6]1[N:10]2[C:11]([CH2:15]Cl)=[CH:12][CH:13]=[CH:14][C:9]2=[N:8][CH:7]=1)([O:3]CC)=O.[C:17]([O:21][C:22]([N:24]1[CH2:29][CH2:28][CH:27]([CH2:30][NH2:31])[CH2:26][CH2:25]1)=[O:23])([CH3:20])([CH3:19])[CH3:18].C(N(CC)CC)C. The catalyst is C(O)C. The product is [C:17]([O:21][C:22]([N:24]1[CH2:29][CH2:28][CH:27]([CH2:30][N:31]2[CH2:15][C:11]3[N:10]4[C:6](=[CH:7][N:8]=[C:9]4[CH:14]=[CH:13][CH:12]=3)[C:1]2=[O:3])[CH2:26][CH2:25]1)=[O:23])([CH3:20])([CH3:19])[CH3:18]. The yield is 0.724. (5) The reactants are [Cl:1][C:2]1[CH:3]=[C:4]([C:10](=[O:17])[CH2:11][C:12]([O:14]CC)=O)[CH:5]=[CH:6][C:7]=1[O:8][CH3:9].[OH:18][C:19]1[CH:24]=[C:23](O)[CH:22]=[C:21]([OH:26])[CH:20]=1. The catalyst is CCOC(C)=O. The product is [Cl:1][C:2]1[CH:3]=[C:4]([C:10]2[O:17][C:23]3[C:24]([C:12](=[O:14])[CH:11]=2)=[C:19]([OH:18])[CH:20]=[C:21]([OH:26])[CH:22]=3)[CH:5]=[CH:6][C:7]=1[O:8][CH3:9]. The yield is 0.202. (6) The reactants are [N+:1]([C:4]1[CH:14]=[CH:13][C:7]([C:8](OCC)=[O:9])=[CH:6][CH:5]=1)([O-:3])=[O:2].O.[NH2:16][NH2:17]. The catalyst is C(O)C. The product is [N+:1]([C:4]1[CH:14]=[CH:13][C:7]([C:8]([NH:16][NH2:17])=[O:9])=[CH:6][CH:5]=1)([O-:3])=[O:2]. The yield is 0.880.